The task is: Predict the product of the given reaction.. This data is from Forward reaction prediction with 1.9M reactions from USPTO patents (1976-2016). (1) Given the reactants CO[CH:3]1[CH2:7][CH2:6][CH:5](OC)[O:4]1.[Cl:10][C:11]1[CH:12]=[C:13]([CH:16]=[CH:17][C:18]=1[Cl:19])[CH2:14][NH2:15].[OH-].[Na+].[CH3:22][C:23]([CH3:25])=O.C(O)=O.C(O)=O, predict the reaction product. The product is: [Cl:10][C:11]1[CH:12]=[C:13]([CH2:14][N:15]2[CH:6]3[CH2:5][CH2:25][CH:23]2[CH2:22][C:3](=[O:4])[CH2:7]3)[CH:16]=[CH:17][C:18]=1[Cl:19]. (2) Given the reactants [Cl:1][C:2]1[C:7]([C:8]2[CH:13]=[CH:12][C:11]([C:14]([F:17])([F:16])[F:15])=[CH:10][CH:9]=2)=[CH:6][C:5]([C:18]2([C:22]([O:24]CC)=[O:23])[CH2:21][CH2:20][CH2:19]2)=[CH:4][C:3]=1[O:27][CH2:28][CH:29]1[CH2:31][CH2:30]1.[Li+].[OH-], predict the reaction product. The product is: [Cl:1][C:2]1[C:7]([C:8]2[CH:9]=[CH:10][C:11]([C:14]([F:17])([F:16])[F:15])=[CH:12][CH:13]=2)=[CH:6][C:5]([C:18]2([C:22]([OH:24])=[O:23])[CH2:21][CH2:20][CH2:19]2)=[CH:4][C:3]=1[O:27][CH2:28][CH:29]1[CH2:31][CH2:30]1. (3) Given the reactants [OH:1][C:2]1([CH3:19])[CH2:7][CH2:6][CH:5]([NH:8]C(=O)OCC2C=CC=CC=2)[CH2:4][CH2:3]1, predict the reaction product. The product is: [NH2:8][CH:5]1[CH2:6][CH2:7][C:2]([CH3:19])([OH:1])[CH2:3][CH2:4]1. (4) Given the reactants [NH2:1][C:2]1[CH:15]=[CH:14][C:5]([C:6]([NH:8][C:9]2[S:10][CH:11]=[CH:12][N:13]=2)=[O:7])=[CH:4][CH:3]=1.[N:16]([C:19]([CH3:22])([CH3:21])[CH3:20])=[C:17]=[O:18], predict the reaction product. The product is: [C:19]([NH:16][C:17](=[O:18])[NH:1][C:2]1[CH:15]=[CH:14][C:5]([C:6]([NH:8][C:9]2[S:10][CH:11]=[CH:12][N:13]=2)=[O:7])=[CH:4][CH:3]=1)([CH3:22])([CH3:21])[CH3:20]. (5) Given the reactants Cl.[C:2]([O:5][CH2:6][CH2:7][N:8]([CH2:20][C:21]1[CH:26]=[CH:25][C:24]([CH2:27][N:28]=CC2C=CC=CC=2)=[CH:23][CH:22]=1)[CH2:9][CH2:10][CH2:11][CH2:12][N:13]([CH2:17][CH2:18][CH3:19])[CH2:14][CH2:15][CH3:16])(=[O:4])[CH3:3], predict the reaction product. The product is: [C:2]([O:5][CH2:6][CH2:7][N:8]([CH2:20][C:21]1[CH:26]=[CH:25][C:24]([CH2:27][NH2:28])=[CH:23][CH:22]=1)[CH2:9][CH2:10][CH2:11][CH2:12][N:13]([CH2:14][CH2:15][CH3:16])[CH2:17][CH2:18][CH3:19])(=[O:4])[CH3:3]. (6) Given the reactants [F:1][C:2]1[CH:7]=[CH:6][C:5]([C:8]2[N:9]=[C:10]([C:19]3[CH:24]=[CH:23][C:22]([S:25][CH3:26])=[CH:21][CH:20]=3)[NH:11][C:12]=2[C:13]2[CH:18]=[CH:17][N:16]=[CH:15][CH:14]=2)=[CH:4][CH:3]=1.[NH4+].[OH-:28], predict the reaction product. The product is: [F:1][C:2]1[CH:7]=[CH:6][C:5]([C:8]2[N:9]=[C:10]([C:19]3[CH:24]=[CH:23][C:22]([S:25]([CH3:26])=[O:28])=[CH:21][CH:20]=3)[NH:11][C:12]=2[C:13]2[CH:14]=[CH:15][N:16]=[CH:17][CH:18]=2)=[CH:4][CH:3]=1. (7) Given the reactants Cl[C:2]1[C:3]2[CH2:11][CH2:10][CH2:9][C:4]=2[N:5]=[C:6]([NH2:8])[N:7]=1.[NH:12]1[CH2:16][CH2:15][CH:14]([NH:17][C:18](=[O:24])[O:19][C:20]([CH3:23])([CH3:22])[CH3:21])[CH2:13]1.CCN(C(C)C)C(C)C, predict the reaction product. The product is: [NH2:8][C:6]1[N:7]=[C:2]([N:12]2[CH2:16][CH2:15][CH:14]([NH:17][C:18](=[O:24])[O:19][C:20]([CH3:22])([CH3:21])[CH3:23])[CH2:13]2)[C:3]2[CH2:11][CH2:10][CH2:9][C:4]=2[N:5]=1.